Dataset: NCI-60 drug combinations with 297,098 pairs across 59 cell lines. Task: Regression. Given two drug SMILES strings and cell line genomic features, predict the synergy score measuring deviation from expected non-interaction effect. (1) Drug 1: C1CC(=O)NC(=O)C1N2CC3=C(C2=O)C=CC=C3N. Drug 2: C(CCl)NC(=O)N(CCCl)N=O. Cell line: BT-549. Synergy scores: CSS=9.09, Synergy_ZIP=-0.698, Synergy_Bliss=4.78, Synergy_Loewe=3.95, Synergy_HSA=3.92. (2) Drug 1: C1=CC(=CC=C1CCCC(=O)O)N(CCCl)CCCl. Drug 2: CC1C(C(=O)NC(C(=O)N2CCCC2C(=O)N(CC(=O)N(C(C(=O)O1)C(C)C)C)C)C(C)C)NC(=O)C3=C4C(=C(C=C3)C)OC5=C(C(=O)C(=C(C5=N4)C(=O)NC6C(OC(=O)C(N(C(=O)CN(C(=O)C7CCCN7C(=O)C(NC6=O)C(C)C)C)C)C(C)C)C)N)C. Cell line: SN12C. Synergy scores: CSS=21.4, Synergy_ZIP=-0.914, Synergy_Bliss=2.09, Synergy_Loewe=2.81, Synergy_HSA=2.37. (3) Drug 1: CC1C(C(CC(O1)OC2CC(CC3=C2C(=C4C(=C3O)C(=O)C5=C(C4=O)C(=CC=C5)OC)O)(C(=O)CO)O)N)O.Cl. Cell line: MOLT-4. Drug 2: C1CN(P(=O)(OC1)NCCCl)CCCl. Synergy scores: CSS=-3.05, Synergy_ZIP=5.20, Synergy_Bliss=8.76, Synergy_Loewe=-0.988, Synergy_HSA=-0.0493. (4) Drug 1: C1=CC(=CC=C1CCC2=CNC3=C2C(=O)NC(=N3)N)C(=O)NC(CCC(=O)O)C(=O)O. Drug 2: CCN(CC)CCCC(C)NC1=C2C=C(C=CC2=NC3=C1C=CC(=C3)Cl)OC. Cell line: RPMI-8226. Synergy scores: CSS=75.1, Synergy_ZIP=6.27, Synergy_Bliss=4.35, Synergy_Loewe=4.17, Synergy_HSA=11.6. (5) Drug 1: C1=C(C(=O)NC(=O)N1)F. Drug 2: C1=CC=C(C=C1)NC(=O)CCCCCCC(=O)NO. Cell line: SF-295. Synergy scores: CSS=35.7, Synergy_ZIP=-6.70, Synergy_Bliss=-5.09, Synergy_Loewe=-3.46, Synergy_HSA=-3.15.